From a dataset of Catalyst prediction with 721,799 reactions and 888 catalyst types from USPTO. Predict which catalyst facilitates the given reaction. (1) Reactant: Cl[C:2]1[N:7]=[C:6]2[N:8]=[C:9]([NH:12][C:13]([NH:15][CH2:16][CH3:17])=[O:14])[CH:10]=[CH:11][C:5]2=[N:4][CH:3]=1.[CH:18]1([CH:24]=[CH:25]B(O)O)[CH2:23][CH2:22][CH2:21][CH2:20][CH2:19]1.C(=O)([O-])[O-].[Na+].[Na+].O. Product: [CH:18]1(/[CH:24]=[CH:25]/[C:2]2[N:7]=[C:6]3[N:8]=[C:9]([NH:12][C:13]([NH:15][CH2:16][CH3:17])=[O:14])[CH:10]=[CH:11][C:5]3=[N:4][CH:3]=2)[CH2:23][CH2:22][CH2:21][CH2:20][CH2:19]1. The catalyst class is: 35. (2) The catalyst class is: 4. Product: [F:35][C:34]([F:37])([F:36])[C:32]([OH:38])=[O:33].[OH:1][C:2]1([CH2:15][N:16]2[C:21](=[O:22])[C:20]3[S:23][N:24]=[C:25]([C:26]4[CH:31]=[CH:30][CH:29]=[CH:28][CH:27]=4)[C:19]=3[N:18]=[CH:17]2)[CH2:7][CH2:6][NH:5][CH2:4][CH2:3]1. Reactant: [OH:1][C:2]1([CH2:15][N:16]2[C:21](=[O:22])[C:20]3[S:23][N:24]=[C:25]([C:26]4[CH:31]=[CH:30][CH:29]=[CH:28][CH:27]=4)[C:19]=3[N:18]=[CH:17]2)[CH2:7][CH2:6][N:5](C(OC(C)(C)C)=O)[CH2:4][CH2:3]1.[C:32]([OH:38])([C:34]([F:37])([F:36])[F:35])=[O:33]. (3) Reactant: C([O:8][C:9]1[CH:10]=[CH:11][C:12]([C@@H:20]([O:41][Si:42]([C:45]([CH3:48])([CH3:47])[CH3:46])([CH3:44])[CH3:43])[CH2:21][N:22]([C:34]([O:36][C:37]([CH3:40])([CH3:39])[CH3:38])=[O:35])[CH2:23][CH2:24][C:25]2[CH:33]=[CH:32][C:28]([C:29]([OH:31])=[O:30])=[CH:27][CH:26]=2)=[C:13]2[C:18]=1[NH:17][C:16](=[O:19])[CH:15]=[CH:14]2)C1C=CC=CC=1.CC1CC=CCC=1. Product: [C:37]([O:36][C:34]([N:22]([CH2:21][C@H:20]([O:41][Si:42]([C:45]([CH3:48])([CH3:47])[CH3:46])([CH3:43])[CH3:44])[C:12]1[CH:11]=[CH:10][C:9]([OH:8])=[C:18]2[C:13]=1[CH:14]=[CH:15][C:16](=[O:19])[NH:17]2)[CH2:23][CH2:24][C:25]1[CH:26]=[CH:27][C:28]([C:29]([OH:31])=[O:30])=[CH:32][CH:33]=1)=[O:35])([CH3:39])([CH3:38])[CH3:40]. The catalyst class is: 29. (4) The catalyst class is: 8. Reactant: [Na].C(O[CH:7]=[CH:8][C:9](=O)[C:10]([F:16])([F:15])[C:11]([F:14])([F:13])[F:12])CCC.[C:18]([NH2:24])(=[O:23])[CH2:19][C:20]([NH2:22])=[O:21]. Product: [O:21]=[C:20]1[C:19]([C:18]([NH2:24])=[O:23])=[CH:7][CH:8]=[C:9]([C:10]([F:15])([F:16])[C:11]([F:12])([F:13])[F:14])[NH:22]1. (5) Reactant: [CH2:1]([O:3][C:4]([C:6]1([CH3:18])[C:11](=O)[NH:10][C:9]2[CH:13]=[C:14]([Cl:17])[CH:15]=[CH:16][C:8]=2[O:7]1)=[O:5])[CH3:2].CSC.B.CO. Product: [CH2:1]([O:3][C:4]([C:6]1([CH3:18])[CH2:11][NH:10][C:9]2[CH:13]=[C:14]([Cl:17])[CH:15]=[CH:16][C:8]=2[O:7]1)=[O:5])[CH3:2]. The catalyst class is: 1. (6) Reactant: C(N(CC)C(C)C)(C)C.CN(C(O[N:18]1[N:26]=N[C:20]2[CH:21]=CC=[N:24][C:19]1=2)=[N+](C)C)C.F[P-](F)(F)(F)(F)F.[F:34][C:35]1[CH:36]=[C:37]([CH:41]=[C:42]([I:45])[C:43]=1[CH3:44])[C:38]([OH:40])=O.NC1C=CNN=1. Product: [F:34][C:35]1[CH:36]=[C:37]([CH:41]=[C:42]([I:45])[C:43]=1[CH3:44])[C:38]([NH:24][C:19]1[NH:18][N:26]=[CH:21][CH:20]=1)=[O:40]. The catalyst class is: 3. (7) Reactant: Br[C:2]1[N:7]=[C:6]([NH:8][CH2:9][C:10]2[C:15]([CH3:16])=[CH:14][CH:13]=[CH:12][C:11]=2[CH2:17][CH3:18])[C:5]([N+:19]([O-:21])=[O:20])=[C:4]([NH:22][CH3:23])[CH:3]=1.[CH3:24][O-:25].[Na+].O. Product: [CH2:17]([C:11]1[CH:12]=[CH:13][CH:14]=[C:15]([CH3:16])[C:10]=1[CH2:9][NH:8][C:6]1[C:5]([N+:19]([O-:21])=[O:20])=[C:4]([NH:22][CH3:23])[CH:3]=[C:2]([O:25][CH3:24])[N:7]=1)[CH3:18]. The catalyst class is: 5.